From a dataset of Forward reaction prediction with 1.9M reactions from USPTO patents (1976-2016). Predict the product of the given reaction. (1) Given the reactants BrCCBr.C=C.[Si](Cl)(C)(C)C.Br[C:13]1[N:14]([CH3:18])[CH:15]=[CH:16][N:17]=1.Br[C:20]1[CH:21]=[C:22]([N:26]2[CH2:35][CH2:34][C:33]3[C:28](=[CH:29][CH:30]=[C:31]([Cl:36])[CH:32]=3)[C:27]2=[O:37])[CH:23]=[N:24][CH:25]=1, predict the reaction product. The product is: [Cl:36][C:31]1[CH:32]=[C:33]2[C:28](=[CH:29][CH:30]=1)[C:27](=[O:37])[N:26]([C:22]1[CH:23]=[N:24][CH:25]=[C:20]([C:13]3[N:14]([CH3:18])[CH:15]=[CH:16][N:17]=3)[CH:21]=1)[CH2:35][CH2:34]2. (2) The product is: [CH2:35]1[C:34]2[NH:33][C:32]3[C:17](=[CH:16][CH:25]=[CH:24][CH:23]=3)[C:18]=2[CH2:19][CH:31]([CH2:29][NH:30][CH2:12][C@@H:13]2[O:27][C:17]3=[C:18]4[C:23](=[CH:24][CH:25]=[C:16]3[O:15][CH2:14]2)[N:22]=[C:21]([CH3:26])[CH:20]=[CH:19]4)[CH2:36]1. Given the reactants BrC1C=CC(S(O[CH2:12][C@@H:13]2[O:27][C:17]3=[C:18]4[C:23](=[CH:24][CH:25]=[C:16]3[O:15][CH2:14]2)[N:22]=[C:21]([CH3:26])[CH:20]=[CH:19]4)(=O)=O)=CC=1.C[N:29]([C:31]1[CH:36]=[CH:35][CH:34]=[CH:33][N:32]=1)[CH3:30].C(=O)(O)[O-].[Na+], predict the reaction product. (3) Given the reactants [Cl:1][C:2]1[CH:3]=[C:4]([CH:30]=[CH:31][CH:32]=1)[CH2:5][O:6][C:7]1[CH:16]=[C:15]2[C:10]([CH:11]=[C:12]([C:17]([NH:19][CH2:20][CH2:21][NH:22]C(=O)OC(C)(C)C)=[O:18])[CH:13]=[N:14]2)=[CH:9][CH:8]=1.[C:33]([OH:39])([C:35]([F:38])([F:37])[F:36])=[O:34], predict the reaction product. The product is: [NH2:22][CH2:21][CH2:20][NH:19][C:17]([C:12]1[CH:13]=[N:14][C:15]2[C:10]([CH:11]=1)=[CH:9][CH:8]=[C:7]([O:6][CH2:5][C:4]1[CH:30]=[CH:31][CH:32]=[C:2]([Cl:1])[CH:3]=1)[CH:16]=2)=[O:18].[C:33]([OH:39])([C:35]([F:38])([F:37])[F:36])=[O:34]. (4) Given the reactants C(OC([N:8]1[CH2:13][CH2:12][N:11]([C:14]2[C:15]3[C:30]([CH:31]4[CH2:33][CH2:32]4)=[CH:29][N:28]=[CH:27][C:16]=3[N:17]=[C:18]([C:20]3[CH:25]=[CH:24][N:23]=[C:22](Cl)[CH:21]=3)[N:19]=2)[CH2:10][CH2:9]1)=O)(C)(C)C.[NH2:34][C:35]1[CH:36]=[N:37][CH:38]=[CH:39][CH:40]=1, predict the reaction product. The product is: [CH:31]1([C:30]2[C:15]3[C:14]([N:11]4[CH2:12][CH2:13][NH:8][CH2:9][CH2:10]4)=[N:19][C:18]([C:20]4[CH:25]=[CH:24][N:23]=[C:22]([NH:34][C:35]5[CH:36]=[N:37][CH:38]=[CH:39][CH:40]=5)[CH:21]=4)=[N:17][C:16]=3[CH:27]=[N:28][CH:29]=2)[CH2:32][CH2:33]1. (5) The product is: [OH:30][C:24]1([C:22]2[N:21]=[CH:20][N:19]([C:4]3[CH:3]=[C:2]([CH3:1])[CH:7]=[C:6]([NH:8][C:9]4[CH:14]=[C:13]([C:15]([F:18])([F:16])[F:17])[CH:12]=[CH:11][N:10]=4)[N:5]=3)[CH:23]=2)[CH2:25][CH2:26][N:27]([C:32]([NH2:33])=[O:31])[CH2:28][CH2:29]1. Given the reactants [CH3:1][C:2]1[CH:7]=[C:6]([NH:8][C:9]2[CH:14]=[C:13]([C:15]([F:18])([F:17])[F:16])[CH:12]=[CH:11][N:10]=2)[N:5]=[C:4]([N:19]2[CH:23]=[C:22]([C:24]3([OH:30])[CH2:29][CH2:28][NH:27][CH2:26][CH2:25]3)[N:21]=[CH:20]2)[CH:3]=1.[O-:31][C:32]#[N:33].[K+].Cl, predict the reaction product. (6) Given the reactants [CH3:1][N:2]([CH3:17])[C:3]1[CH:12]=[CH:11][CH:10]=[C:9]2[C:4]=1[CH:5]=[CH:6][CH:7]=[C:8]2[S:13]([Cl:16])(=[O:15])=[O:14].FC(F)(F)S(O[C:24]1[CH:29]=[CH:28]C=[CH:26][C:25]=1[Si](C)(C)C)(=O)=O.[F-].[K+].C1OCCOCCOCCOCCOCCOC1, predict the reaction product. The product is: [CH3:1][N:2]([C:17]1[CH:28]=[CH:29][CH:24]=[CH:25][CH:26]=1)[C:3]1[CH:12]=[CH:11][CH:10]=[C:9]2[C:4]=1[CH:5]=[CH:6][CH:7]=[C:8]2[S:13]([Cl:16])(=[O:15])=[O:14].